Task: Predict the reactants needed to synthesize the given product.. Dataset: Full USPTO retrosynthesis dataset with 1.9M reactions from patents (1976-2016) (1) Given the product [CH:10]([C:3]1[C:4]2[C:9](=[CH:8][CH:7]=[CH:6][CH:5]=2)[N:1]([C:12]([O:14][C:15]([CH3:18])([CH3:17])[CH3:16])=[O:13])[N:2]=1)=[O:11].[NH:1]1[C:9]2[C:4](=[CH:5][CH:6]=[CH:7][CH:8]=2)[C:3]([C:10](=[O:11])[CH:27]([NH:29][C:7]2[CH:8]=[CH:9][CH:25]=[C:23]([O:22][CH3:20])[CH:26]=2)[C:28]2[CH:6]=[CH:5][CH:4]=[CH:3][CH:10]=2)=[N:2]1, predict the reactants needed to synthesize it. The reactants are: [NH:1]1[C:9]2[C:4](=[CH:5][CH:6]=[CH:7][CH:8]=2)[C:3]([CH:10]=[O:11])=[N:2]1.[C:12](O[C:20]([O:22][C:23]([CH3:26])([CH3:25])C)=O)([O:14][C:15]([CH3:18])([CH3:17])[CH3:16])=[O:13].[C:27](#[N:29])[CH3:28]. (2) Given the product [CH3:21][O:22][CH2:23][O:10][CH2:9][CH2:8][C:5]1[CH:6]=[CH:7][C:2]([Br:1])=[CH:3][CH:4]=1, predict the reactants needed to synthesize it. The reactants are: [Br:1][C:2]1[CH:7]=[CH:6][C:5]([CH2:8][CH2:9][OH:10])=[CH:4][CH:3]=1.C(N(C(C)C)CC)(C)C.Cl[CH2:21][O:22][CH3:23].O. (3) Given the product [F:15][C:14]1[C:9]([C:4]2([C:6]#[N:7])[CH2:5][C:2](=[CH2:1])[CH2:3]2)=[N:10][CH:11]=[CH:12][CH:13]=1, predict the reactants needed to synthesize it. The reactants are: [CH2:1]=[C:2]1[CH2:5][CH:4]([C:6]#[N:7])[CH2:3]1.Cl[C:9]1[C:14]([F:15])=[CH:13][CH:12]=[CH:11][N:10]=1.C[Si]([N-][Si](C)(C)C)(C)C.[Na+]. (4) Given the product [CH3:11][CH2:10][CH2:9][CH2:8][CH:7]([C:6]([OH:5])=[O:21])[CH2:12][CH3:13], predict the reactants needed to synthesize it. The reactants are: C([O:5][CH2:6][CH:7]([CH2:12][CH3:13])[CH2:8][CH2:9][CH2:10][CH3:11])(=O)C=C.C(N1CCCC1=[O:21])=C.C(O)(=O)C=C.N(C(C)(C)C#N)=NC(C)(C)C#N.